Dataset: Experimentally validated miRNA-target interactions with 360,000+ pairs, plus equal number of negative samples. Task: Binary Classification. Given a miRNA mature sequence and a target amino acid sequence, predict their likelihood of interaction. (1) The miRNA is hsa-miR-511-5p with sequence GUGUCUUUUGCUCUGCAGUCA. The protein sequence of the target gene is MPRRKRNAGSSSDGTEDSDFSTDLEHTDSSESDGTSRRSARVTRSSARLSQSSQDSSPVRNLQSFGTEEPAYSTRRVTRSQQQPTPVTPKKYPLRQTRSSGSETEQVVDFSDRETKNTADHDESPPRTPTGNAPSSESDIDISSPNVSHDESIAKDMSLKDSGSDLSHRPKRRRFHESYNFNMKCPTPGCNSLGHLTGKHERHFSISGCPLYHNLSADECKVRAQSRDKQIEERMLSHRQDDNNRHATRHQAPTERQLRYKEKVAELRKKRNSGLSKEQKEKYMEHRQTYGNTREPLLEN.... Result: 1 (interaction). (2) The miRNA is rno-miR-455-5p with sequence UAUGUGCCUUUGGACUACAUCG. The protein sequence of the target gene is MAQFVQVLAEIGDFGRFQIQLLILLCVLNFLSPFYFFAHVFMVLDEPHHCAVAWVKNHTFNLSAAEQLVLSVPLDTAGHPEPCLMFRPPPANASLQDILSHRFNETQPCDMGWEYPENRLPSLKNEFNLVCDRKHLKDTTQSVFMAGLLVGTLMFGPLCDRIGRKATILAQLLLFTLIGLATAFVPSFELYMALRFAVATAVAGLSFSNVTLLTEWVGPSWRTQAVVLAQCNFSLGQMVLAGLAYGFRNWRLLQITGTAPGLLLFFYFWALPESARWLLTRGRMDEAIQLIQKAASVNRR.... Result: 0 (no interaction). (3) The miRNA is hsa-miR-216b-3p with sequence ACACACUUACCCGUAGAGAUUCUA. The protein sequence of the target gene is MGCGLNKLEKRDEKRPGNIYSTLKRPQVETKIDVSYEYRFLEFTTLSAAELPGSSAVRLASLRDLPAQLLELYQQGFSLAALHPFVQPTHEREKTPLEHIFRAILIKKTDRSQKTDLHNEGYILELDCCSSLDHPTDQKLIPEFIKKIQEAASQGLKFVGVIPQYHSSVNSAGSSAPVSTANSTEDARDAKNARGDHASLENEKPGTGDVCSAPAGRNQSPEPSSGPRGEVPLAKQPSSPSGEGDGGELSPQGVSKTLDGPESNPLEVHEEPLSGKMEIFTLFNKPKSHQKCRQYYPVTI.... Result: 0 (no interaction).